From a dataset of Catalyst prediction with 721,799 reactions and 888 catalyst types from USPTO. Predict which catalyst facilitates the given reaction. (1) Reactant: [O:1]1[C:5]2=[CH:6][CH:7]=[CH:8][C:9]([CH:10]=O)=[C:4]2[CH:3]=[CH:2]1.[NH2:12][OH:13].Cl.[OH-].[Na+].O. Product: [O:1]1[C:5]2=[CH:6][CH:7]=[CH:8][C:9](/[CH:10]=[N:12]/[OH:13])=[C:4]2[CH:3]=[CH:2]1. The catalyst class is: 5. (2) Reactant: [NH2:1][C:2]([C:4]1([C:7]2[CH:12]=[CH:11][C:10]([C:13]3[CH:18]=[CH:17][C:16]([C@H:19]([NH:23][C@H:24]([C:30]([NH:32][C:33]4([C:36]#[N:37])[CH2:35][CH2:34]4)=[O:31])[CH2:25][C:26]([F:29])([CH3:28])[CH3:27])[CH:20]([F:22])[F:21])=[CH:15][CH:14]=3)=[CH:9][CH:8]=2)[CH2:6][CH2:5]1)=[O:3].[CH3:38][S:39]([OH:42])(=[O:41])=[O:40].C(OC)(C)(C)C. Product: [CH3:38][S:39]([O-:42])(=[O:41])=[O:40].[NH2:1][C:2]([C:4]1([C:7]2[CH:12]=[CH:11][C:10]([C:13]3[CH:18]=[CH:17][C:16]([C@H:19]([NH2+:23][C@@H:24]([CH2:25][C:26]([F:29])([CH3:27])[CH3:28])[C:30]([NH:32][C:33]4([C:36]#[N:37])[CH2:35][CH2:34]4)=[O:31])[CH:20]([F:22])[F:21])=[CH:15][CH:14]=3)=[CH:9][CH:8]=2)[CH2:6][CH2:5]1)=[O:3]. The catalyst class is: 1. (3) Reactant: [NH:1]1[C:9]2[C:4](=[CH:5][C:6]([O:10][C@H:11]3[CH2:15][CH2:14][N:13]([CH:16]4[CH2:21][CH2:20][N:19](C(OC(C)(C)C)=O)[CH2:18][CH2:17]4)[C:12]3=[O:29])=[CH:7][CH:8]=2)[CH:3]=[N:2]1.Cl.O1CCOCC1.CO. Product: [NH:1]1[C:9]2[C:4](=[CH:5][C:6]([O:10][C@H:11]3[CH2:15][CH2:14][N:13]([CH:16]4[CH2:17][CH2:18][NH:19][CH2:20][CH2:21]4)[C:12]3=[O:29])=[CH:7][CH:8]=2)[CH:3]=[N:2]1. The catalyst class is: 124. (4) Reactant: F[C:2]1[CH:9]=[CH:8][C:5]([C:6]#[N:7])=[CH:4][C:3]=1[C:10]([F:13])([F:12])[F:11].Cl.[F:15][CH:16]1[CH2:21][CH2:20][NH:19][CH2:18][CH2:17]1.C(=O)([O-])[O-].[K+].[K+]. Product: [F:15][CH:16]1[CH2:21][CH2:20][N:19]([C:2]2[CH:9]=[CH:8][C:5]([C:6]#[N:7])=[CH:4][C:3]=2[C:10]([F:13])([F:12])[F:11])[CH2:18][CH2:17]1. The catalyst class is: 3.